This data is from Catalyst prediction with 721,799 reactions and 888 catalyst types from USPTO. The task is: Predict which catalyst facilitates the given reaction. (1) Reactant: [NH2:1][C:2]1[N:7]=[C:6](Cl)[C:5]([CH2:9][C:10]([O:12]CC)=O)=[C:4]([Cl:15])[N:3]=1.[N:16]1[CH:21]=[CH:20][CH:19]=[C:18]([CH2:22][NH2:23])[CH:17]=1.CCN(C(C)C)C(C)C. Product: [NH2:1][C:2]1[N:3]=[C:4]([Cl:15])[C:5]2[CH2:9][C:10](=[O:12])[N:23]([CH2:22][C:18]3[CH:17]=[N:16][CH:21]=[CH:20][CH:19]=3)[C:6]=2[N:7]=1. The catalyst class is: 114. (2) Product: [CH2:1]([O:3][C:4]([C:6]1[CH:7]=[N:8][C:9]2[C:14]([C:15]=1[O:18][CH2:19][CH3:20])=[CH:13][C:12]([I:17])=[CH:11][CH:10]=2)=[O:5])[CH3:2]. Reactant: [CH2:1]([O:3][C:4]([C:6]1[CH:7]=[N:8][C:9]2[C:14]([C:15]=1Cl)=[CH:13][C:12]([I:17])=[CH:11][CH:10]=2)=[O:5])[CH3:2].[O-:18][CH2:19][CH3:20].[Na+]. The catalyst class is: 8. (3) Reactant: [CH3:1][O-:2].[Na+].[Na].F[C:6]1[CH:11]=[CH:10][C:9]([N+:12]([O-:14])=[O:13])=[C:8]([CH2:15][C:16]([O:20]C)(OC)[CH3:17])[C:7]=1[F:22]. Product: [C:16]([CH2:15][C:8]1[C:7]([F:22])=[C:6]([O:2][CH3:1])[CH:11]=[CH:10][C:9]=1[N+:12]([O-:14])=[O:13])(=[O:20])[CH3:17]. The catalyst class is: 5.